This data is from Full USPTO retrosynthesis dataset with 1.9M reactions from patents (1976-2016). The task is: Predict the reactants needed to synthesize the given product. (1) Given the product [CH2:68]([S:75][C:2]1[CH:3]=[C:4]([CH:8]([O:18][CH:19]2[CH2:24][CH2:23][N:22]([CH3:25])[CH2:21][CH2:20]2)[C:9]2[S:10][C:11]3[CH:17]=[CH:16][CH:15]=[CH:14][C:12]=3[N:13]=2)[CH:5]=[CH:6][CH:7]=1)[C:69]1[CH:74]=[CH:73][CH:72]=[CH:71][CH:70]=1, predict the reactants needed to synthesize it. The reactants are: Br[C:2]1[CH:3]=[C:4]([CH:8]([O:18][CH:19]2[CH2:24][CH2:23][N:22]([CH3:25])[CH2:21][CH2:20]2)[C:9]2[S:10][C:11]3[CH:17]=[CH:16][CH:15]=[CH:14][C:12]=3[N:13]=2)[CH:5]=[CH:6][CH:7]=1.CC1(C)C2C(=C(P(C3C=CC=CC=3)C3C=CC=CC=3)C=CC=2)OC2C(P(C3C=CC=CC=3)C3C=CC=CC=3)=CC=CC1=2.[CH2:68]([SH:75])[C:69]1[CH:74]=[CH:73][CH:72]=[CH:71][CH:70]=1.C(N(C(C)C)CC)(C)C. (2) Given the product [N:12]1([CH2:17][CH2:18][NH:19][C:8]([C:7]2[CH:6]=[C:5]([CH3:11])[NH:4][C:3]=2[CH:1]=[O:2])=[O:10])[CH:16]=[CH:15][N:14]=[N:13]1, predict the reactants needed to synthesize it. The reactants are: [CH:1]([C:3]1[NH:4][C:5]([CH3:11])=[CH:6][C:7]=1[C:8]([OH:10])=O)=[O:2].[N:12]1([CH2:17][CH2:18][NH2:19])[CH:16]=[CH:15][N:14]=[N:13]1. (3) Given the product [CH3:1][O:2][C:3]([C:5]1[CH:6]([C:23]2[CH:28]=[CH:27][C:26]([C:29]#[N:30])=[CH:25][C:24]=2[Br:31])[N:7]=[C:8]([NH:39][NH2:40])[N:9]([C:12]2[CH:17]=[CH:16][CH:15]=[C:14]([C:18]([F:21])([F:20])[F:19])[CH:13]=2)[C:10]=1[CH3:11])=[O:4], predict the reactants needed to synthesize it. The reactants are: [CH3:1][O:2][C:3]([C:5]1[CH:6]([C:23]2[CH:28]=[CH:27][C:26]([C:29]#[N:30])=[CH:25][C:24]=2[Br:31])[NH:7][C:8](=S)[N:9]([C:12]2[CH:17]=[CH:16][CH:15]=[C:14]([C:18]([F:21])([F:20])[F:19])[CH:13]=2)[C:10]=1[CH3:11])=[O:4].OO.NC(N)=O.O.[NH2:39][NH2:40]. (4) Given the product [C:4]([O:6][CH2:9][CH3:10])(=[O:5])[CH3:3].[CH3:33][OH:41].[NH3:13], predict the reactants needed to synthesize it. The reactants are: C(O)(=O)/C=[CH:3]/[C:4]([OH:6])=[O:5].[CH:9]1(C[N:13](C2CCN([C:33](=[O:41])C(NC)CC(C)C)CC2)S(C2C=CC=C(C(F)(F)F)C=2)(=O)=O)C[CH2:10]1.C(OC(=O)N(C)C(C(N1CCC(NS(C2C=CC=C(C(F)(F)F)C=2)(=O)=O)CC1)=O)CC(C)C)(C)(C)C.C1(CBr)CC1.FC(F)(F)C(O)=O. (5) Given the product [F:52][C:40]1[CH:41]=[C:42]([N:45]2[CH:50]=[CH:49][CH:48]=[CH:47][C:46]2=[O:51])[CH:43]=[CH:44][C:39]=1[NH:38][C:37]([N:8]1[CH2:12][CH2:11][C@H:10]([CH2:13][NH:14][C:15]([C:17]2[S:21][C:20]3[CH:22]=[CH:23][C:24]([Cl:26])=[CH:25][C:19]=3[CH:18]=2)=[O:16])[CH2:9]1)=[O:36], predict the reactants needed to synthesize it. The reactants are: FC(F)(F)C(O)=O.[NH:8]1[CH2:12][CH2:11][C@H:10]([CH2:13][NH:14][C:15]([C:17]2[S:21][C:20]3[CH:22]=[CH:23][C:24]([Cl:26])=[CH:25][C:19]=3[CH:18]=2)=[O:16])[CH2:9]1.[N+](C1C=CC([O:36][C:37](=O)[NH:38][C:39]2[CH:44]=[CH:43][C:42]([N:45]3[CH:50]=[CH:49][CH:48]=[CH:47][C:46]3=[O:51])=[CH:41][C:40]=2[F:52])=CC=1)([O-])=O.